From a dataset of Catalyst prediction with 721,799 reactions and 888 catalyst types from USPTO. Predict which catalyst facilitates the given reaction. (1) Reactant: [NH2:1][C:2]1[CH:9]=[CH:8][C:5]([C:6]#[N:7])=[CH:4][C:3]=1[N+:10]([O-:12])=[O:11].[CH3:13][S:14](Cl)(=[O:16])=[O:15]. Product: [C:6]([C:5]1[CH:8]=[CH:9][C:2]([NH:1][S:14]([CH3:13])(=[O:16])=[O:15])=[C:3]([N+:10]([O-:12])=[O:11])[CH:4]=1)#[N:7]. The catalyst class is: 1. (2) Product: [Cl:12][C:13]1[CH:18]=[C:17]([S:19]([CH3:22])(=[O:20])=[O:21])[CH:16]=[C:15]([Cl:23])[C:14]=1[N:24]1[CH:32]=[C:27]2[CH:28]=[N+:29]([O-:9])[CH:30]=[CH:31][C:26]2=[N:25]1. The catalyst class is: 2. Reactant: C1C=C(Cl)C=C(C(OO)=[O:9])C=1.[Cl:12][C:13]1[CH:18]=[C:17]([S:19]([CH3:22])(=[O:21])=[O:20])[CH:16]=[C:15]([Cl:23])[C:14]=1[N:24]1[CH:32]=[C:27]2[CH:28]=[N:29][CH:30]=[CH:31][C:26]2=[N:25]1.S([O-])([O-])(=O)=S.[Na+].[Na+]. (3) Reactant: [F:1][C:2]1([F:17])[CH2:4][CH:3]1[CH2:5][O:6][C:7]1[CH:16]=[CH:15][C:10]([C:11]([O:13]C)=[O:12])=[CH:9][CH:8]=1.[OH-].[Li+]. Product: [F:1][C:2]1([F:17])[CH2:4][CH:3]1[CH2:5][O:6][C:7]1[CH:16]=[CH:15][C:10]([C:11]([OH:13])=[O:12])=[CH:9][CH:8]=1. The catalyst class is: 8.